From a dataset of Catalyst prediction with 721,799 reactions and 888 catalyst types from USPTO. Predict which catalyst facilitates the given reaction. (1) Reactant: [B:10]1([B:10]2[O:14][C:13]([CH3:16])([CH3:15])[C:12]([CH3:18])([CH3:17])[O:11]2)[O:14][C:13]([CH3:16])([CH3:15])[C:12]([CH3:18])([CH3:17])[O:11]1.CC([O-])=O.[K+].[CH:24]([C:26]1[CH:31]=[CH:30][C:29]([O:32][CH3:33])=[CH:28][C:27]=1OS(C(F)(F)F)(=O)=O)=[O:25]. Product: [CH3:33][O:32][C:29]1[CH:30]=[CH:31][C:26]([CH:24]=[O:25])=[C:27]([B:10]2[O:11][C:12]([CH3:17])([CH3:18])[C:13]([CH3:15])([CH3:16])[O:14]2)[CH:28]=1. The catalyst class is: 75. (2) Product: [CH3:16][S:17][CH2:2][C:3]1[N:4]=[C:5]([S:8][CH2:9][CH2:10][C:11]([F:15])=[C:12]([F:14])[F:13])[O:6][CH:7]=1. Reactant: Cl[CH2:2][C:3]1[N:4]=[C:5]([S:8][CH2:9][CH2:10][C:11]([F:15])=[C:12]([F:14])[F:13])[O:6][CH:7]=1.[CH3:16][S-:17].[Na+].[I-].[Na+].CN(C)C=O. The catalyst class is: 6. (3) Reactant: [CH:1]1[C:6]([N+:7]([O-:9])=[O:8])=[CH:5][CH:4]=[C:3]([OH:10])[CH:2]=1.C(=O)([O-])[O-].[K+].[K+].[C:17]1([CH3:27])[CH:22]=[CH:21][C:20]([S:23](Cl)(=[O:25])=[O:24])=[CH:19][CH:18]=1.Cl. Product: [CH3:27][C:17]1[CH:22]=[CH:21][C:20]([S:23]([O:10][C:3]2[CH:4]=[CH:5][C:6]([N+:7]([O-:9])=[O:8])=[CH:1][CH:2]=2)(=[O:25])=[O:24])=[CH:19][CH:18]=1. The catalyst class is: 21.